Dataset: Reaction yield outcomes from USPTO patents with 853,638 reactions. Task: Predict the reaction yield, written as a fraction of the theoretical maximum amount of product (1.0 means a 100% yield; for example, 0.34 means a 34% yield). (1) The reactants are Cl[C:2]1[CH:7]=[C:6]([NH:8][CH:9]2[CH2:11][CH2:10]2)[N:5]2[N:12]=[CH:13][C:14]([CH:15]=[O:16])=[C:4]2[N:3]=1.[CH3:17][S-:18].[Na+].O. The catalyst is CN(C)C=O. The product is [CH:9]1([NH:8][C:6]2[N:5]3[N:12]=[CH:13][C:14]([CH:15]=[O:16])=[C:4]3[N:3]=[C:2]([S:18][CH3:17])[CH:7]=2)[CH2:11][CH2:10]1. The yield is 0.860. (2) The catalyst is CN(C)C=O. The reactants are [F:1][C:2]1[C:3]([N:8]2[CH2:13][CH2:12][NH:11][CH2:10][CH2:9]2)=[N:4][CH:5]=[CH:6][CH:7]=1.Cl[CH2:15][C:16]1[NH:20][C:19]2[CH:21]=[CH:22][CH:23]=[CH:24][C:18]=2[N:17]=1.C(=O)([O-])[O-].[Cs+].[Cs+]. The product is [F:1][C:2]1[C:3]([N:8]2[CH2:9][CH2:10][N:11]([CH2:15][C:16]3[NH:20][C:19]4[CH:21]=[CH:22][CH:23]=[CH:24][C:18]=4[N:17]=3)[CH2:12][CH2:13]2)=[N:4][CH:5]=[CH:6][CH:7]=1. The yield is 0.360. (3) The reactants are [NH2:1][C:2]1[CH:6]=[CH:5][S:4][C:3]=1[C:7]([O:9]C)=O.[O:11]([C:13]#[N:14])[K]. The catalyst is CC(O)=O.O. The product is [N:1]1[C:2]2[CH:6]=[CH:5][S:4][C:3]=2[C:7]([OH:9])=[N:14][C:13]=1[OH:11]. The yield is 0.650.